Predict the product of the given reaction. From a dataset of Forward reaction prediction with 1.9M reactions from USPTO patents (1976-2016). (1) Given the reactants [Cl:1][C:2]1[CH:3]=[C:4]([C:15](=O)[CH2:16][CH2:17][C:18]([OH:20])=O)[CH:5]=[CH:6][C:7]=1[O:8][CH2:9][C:10]([O:12][CH2:13][CH3:14])=[O:11].O.[NH2:23][NH2:24], predict the reaction product. The product is: [CH2:13]([O:12][C:10](=[O:11])[CH2:9][O:8][C:7]1[CH:6]=[CH:5][C:4]([C:15]2[CH2:16][CH2:17][C:18](=[O:20])[NH:24][N:23]=2)=[CH:3][C:2]=1[Cl:1])[CH3:14]. (2) Given the reactants [Si]([O:8][CH2:9][C:10]1[C:19]([Cl:20])=[CH:18][C:13]([C:14]([O:16][CH3:17])=[O:15])=[C:12]([F:21])[CH:11]=1)(C(C)(C)C)(C)C.Cl, predict the reaction product. The product is: [Cl:20][C:19]1[C:10]([CH2:9][OH:8])=[CH:11][C:12]([F:21])=[C:13]([CH:18]=1)[C:14]([O:16][CH3:17])=[O:15]. (3) The product is: [Cl:1][C:2]1[C:11]2[C:6](=[C:7]([CH3:13])[CH:8]=[C:9]([S:22][C:23]([CH3:26])([CH3:25])[CH3:24])[CH:10]=2)[N:5]=[N:4][C:3]=1[C:14]([NH2:16])=[O:15]. Given the reactants [Cl:1][C:2]1[C:11]2[C:6](=[C:7]([CH3:13])[CH:8]=[C:9](I)[CH:10]=2)[N:5]=[N:4][C:3]=1[C:14]([NH2:16])=[O:15].C([Sn](CCCC)(CCCC)[S:22][C:23]([CH3:26])([CH3:25])[CH3:24])CCC, predict the reaction product. (4) Given the reactants [F:1][C:2]([F:20])([F:19])[C:3]1[CH:18]=[CH:17][C:6]([O:7][CH2:8][C:9]2[O:13][N:12]=[C:11]([C:14]([OH:16])=O)[CH:10]=2)=[CH:5][CH:4]=1.C(N(CC)CC)C.Cl.C(N=C=NCCCN(C)C)C.ON1C2C=CC=CC=2N=N1.[O:50]1[CH2:55][CH2:54][CH:53]([CH2:56][NH2:57])[CH2:52][CH2:51]1, predict the reaction product. The product is: [O:50]1[CH2:55][CH2:54][CH:53]([CH2:56][NH:57][C:14]([C:11]2[CH:10]=[C:9]([CH2:8][O:7][C:6]3[CH:5]=[CH:4][C:3]([C:2]([F:1])([F:20])[F:19])=[CH:18][CH:17]=3)[O:13][N:12]=2)=[O:16])[CH2:52][CH2:51]1. (5) Given the reactants Cl[C:2]1[CH:7]=[CH:6][N:5]=[CH:4][C:3]=1[NH:8][C:9]1[N:13]2[N:14]=[C:15]([C:18]3[C:23]([F:24])=[CH:22][CH:21]=[CH:20][C:19]=3[F:25])[CH:16]=[CH:17][C:12]2=[CH:11][N:10]=1.[OH:26][C:27]1[N:32]=[CH:31][C:30](B(O)O)=[CH:29][CH:28]=1.C([O-])([O-])=O.[Na+].[Na+].O, predict the reaction product. The product is: [F:25][C:19]1[CH:20]=[CH:21][CH:22]=[C:23]([F:24])[C:18]=1[C:15]1[CH:16]=[CH:17][C:12]2[N:13]([C:9]([NH:8][C:3]3[CH:4]=[N:5][CH:6]=[CH:7][C:2]=3[C:30]3[CH:29]=[CH:28][C:27](=[O:26])[NH:32][CH:31]=3)=[N:10][CH:11]=2)[N:14]=1. (6) Given the reactants [CH3:1][O:2][C:3]1[CH:29]=[CH:28][C:6]([CH2:7][N:8]2[C:12]3=[N:13][CH:14]=[CH:15][C:16]([O:17][C:18]4[C:23]([F:24])=[CH:22][C:21]([NH2:25])=[C:20]([Cl:26])[CH:19]=4)=[C:11]3[C:10](I)=[N:9]2)=[CH:5][CH:4]=1.[NH2:30][CH:31]1[CH2:36][CH2:35][N:34]([CH3:37])[CH2:33][CH2:32]1.C([O-])([O-])=O.[K+].[K+].N1CCC[C@H]1C(O)=O, predict the reaction product. The product is: [CH3:1][O:2][C:3]1[CH:29]=[CH:28][C:6]([CH2:7][N:8]2[C:12]3=[N:13][CH:14]=[CH:15][C:16]([O:17][C:18]4[CH:19]=[C:20]([Cl:26])[C:21]([NH2:25])=[CH:22][C:23]=4[F:24])=[C:11]3[C:10]([NH:30][CH:31]3[CH2:36][CH2:35][N:34]([CH3:37])[CH2:33][CH2:32]3)=[N:9]2)=[CH:5][CH:4]=1.